Dataset: Reaction yield outcomes from USPTO patents with 853,638 reactions. Task: Predict the reaction yield, written as a fraction of the theoretical maximum amount of product (1.0 means a 100% yield; for example, 0.34 means a 34% yield). (1) The reactants are [Cl:1][C:2]([Cl:13])([Cl:12])[C@H:3]1[N:7]2[CH2:8][CH2:9][CH2:10][C@@H:6]2[C:5](=[O:11])[O:4]1.[Li+].CC([N-]C(C)C)C.CCCCCC.C1C[O:31][CH2:30]C1. No catalyst specified. The product is [O:11]=[C:5]1[O:4][C@@H:3]([C:2]([Cl:1])([Cl:12])[Cl:13])[N:7]2[CH2:8][CH2:9][CH2:10][C@:6]12[CH:30]=[O:31]. The yield is 0.370. (2) The reactants are [NH2:1][C:2]1[CH:9]=[CH:8][C:5]([C:6]#[N:7])=[CH:4][CH:3]=1.[CH3:10][CH:11]1[CH2:16][C:15](=[O:17])[O:14][C:13](=[O:18])[CH2:12]1. The catalyst is C1COCC1. The product is [C:6]([C:5]1[CH:8]=[CH:9][C:2]([NH:1][C:15](=[O:17])[CH2:16][CH:11]([CH3:10])[CH2:12][C:13]([OH:18])=[O:14])=[CH:3][CH:4]=1)#[N:7]. The yield is 0.648.